Dataset: Reaction yield outcomes from USPTO patents with 853,638 reactions. Task: Predict the reaction yield, written as a fraction of the theoretical maximum amount of product (1.0 means a 100% yield; for example, 0.34 means a 34% yield). (1) The reactants are Cl[CH2:2][C:3]1[CH:8]=[CH:7][C:6]([C:9]2[CH:14]=[CH:13][CH:12]=[C:11]([O:15][CH:16]3[CH2:18][CH2:17]3)[CH:10]=2)=[C:5]([C@H:19]2[CH2:23][CH2:22][CH2:21][C:20]2([CH3:25])[CH3:24])[CH:4]=1.ClCC1C=CC(C2C=CC=C([O:40][CH:41]3CC3)C=2)=C([C@@H]2CCCC2(C)C)C=1.CN(C=[O:55])C.S(Cl)(Cl)=O. The catalyst is C(Cl)Cl. The product is [CH:16]1([O:15][C:11]2[CH:10]=[C:9]([C:6]3[CH:7]=[CH:8][C:3]([C:2]([O:40][CH3:41])=[O:55])=[CH:4][C:5]=3[CH:19]3[CH2:23][CH2:22][CH2:21][C:20]3([CH3:24])[CH3:25])[CH:14]=[CH:13][CH:12]=2)[CH2:17][CH2:18]1. The yield is 0.840. (2) The reactants are Cl.C(O)C.[CH3:5][O:6][C:7]1[CH:8]=[C:9]2[C:14](=[CH:15][C:16]=1[O:17][CH3:18])[CH2:13][N:12]([CH2:19][CH2:20][C:21]1[CH:26]=[CH:25][C:24]([N+:27]([O-])=O)=[CH:23][CH:22]=1)[CH2:11][CH2:10]2.[OH-].[Na+]. The catalyst is [Fe].O.ClCCl.C(Cl)(Cl)Cl.CO. The product is [CH3:5][O:6][C:7]1[CH:8]=[C:9]2[C:14](=[CH:15][C:16]=1[O:17][CH3:18])[CH2:13][N:12]([CH2:19][CH2:20][C:21]1[CH:22]=[CH:23][C:24]([NH2:27])=[CH:25][CH:26]=1)[CH2:11][CH2:10]2. The yield is 0.900. (3) The reactants are C([Li])CCC.[CH3:6][CH2:7][CH2:8][CH2:9][CH2:10]C.[Cl:12][C:13]1[C:18]([CH2:19][S:20]([C:23]2[CH:28]=[CH:27][C:26]([Cl:29])=[CH:25][CH:24]=2)(=[O:22])=[O:21])=[CH:17][CH:16]=[CH:15][N:14]=1.ICCCCCI. The catalyst is O.C(COC)OC. The product is [Cl:12][C:13]1[C:18]([C:19]2([S:20]([C:23]3[CH:28]=[CH:27][C:26]([Cl:29])=[CH:25][CH:24]=3)(=[O:22])=[O:21])[CH2:10][CH2:9][CH2:8][CH2:7][CH2:6]2)=[CH:17][CH:16]=[CH:15][N:14]=1. The yield is 0.380. (4) The reactants are C1(P(C2C=CC=CC=2)C2C=CC=CC=2)C=CC=CC=1.[N+:20]([C:23]1[CH:24]=[C:25]2[C:29](=[CH:30][CH:31]=1)[NH:28][CH:27]=[C:26]2[CH2:32][CH2:33][CH2:34]O)([O-:22])=[O:21].C(Br)(Br)(Br)[Br:37]. The catalyst is C(#N)C. The product is [N+:20]([C:23]1[CH:24]=[C:25]2[C:29](=[CH:30][CH:31]=1)[NH:28][CH:27]=[C:26]2[CH2:32][CH2:33][CH2:34][Br:37])([O-:22])=[O:21]. The yield is 0.840. (5) The reactants are Cl.[CH2:2]1[C:10]2[C:5](=[CH:6][CH:7]=[CH:8][CH:9]=2)[CH2:4][CH:3]1[C@H:11]1[NH:16][C:15](=[O:17])[C@@H:14]([C@@H:18]([CH3:21])[CH2:19][CH3:20])[N:13]([CH:22]([C:26]2[C:27]([CH3:33])=[N:28][C:29]([CH3:32])=[CH:30][CH:31]=2)[C:23](O)=[O:24])[C:12]1=[O:34].[NH:35]1[CH2:40][CH2:39][O:38][CH2:37][CH2:36]1. The catalyst is ClCCl. The product is [CH2:2]1[C:10]2[C:5](=[CH:6][CH:7]=[CH:8][CH:9]=2)[CH2:4][CH:3]1[C@H:11]1[NH:16][C:15](=[O:17])[C@@H:14]([C@@H:18]([CH3:21])[CH2:19][CH3:20])[N:13]([C@H:22]([C:26]2[C:27]([CH3:33])=[N:28][C:29]([CH3:32])=[CH:30][CH:31]=2)[C:23]([N:35]2[CH2:40][CH2:39][O:38][CH2:37][CH2:36]2)=[O:24])[C:12]1=[O:34]. The yield is 0.450. (6) The reactants are C([O:3][C:4]([C:6]1[CH2:11][CH2:10][CH2:9][CH2:8][C:7]=1[C:12]1[CH:17]=[CH:16][C:15]([NH:18][C:19](=[O:28])[C:20]2[C:25]([F:26])=[CH:24][CH:23]=[CH:22][C:21]=2[F:27])=[CH:14][CH:13]=1)=O)C.[H-].[H-].[H-].[H-].[Li+].[Al+3].[OH-].[Na+].O. The catalyst is C1COCC1. The product is [OH:3][CH2:4][C:6]1[CH2:11][CH2:10][CH2:9][CH2:8][C:7]=1[C:12]1[CH:17]=[CH:16][C:15]([NH:18][C:19](=[O:28])[C:20]2[C:25]([F:26])=[CH:24][CH:23]=[CH:22][C:21]=2[F:27])=[CH:14][CH:13]=1. The yield is 0.850.